This data is from Peptide-MHC class II binding affinity with 134,281 pairs from IEDB. The task is: Regression. Given a peptide amino acid sequence and an MHC pseudo amino acid sequence, predict their binding affinity value. This is MHC class II binding data. (1) The peptide sequence is LMSFTILCLVPAYSF. The MHC is DRB1_1501 with pseudo-sequence DRB1_1501. The binding affinity (normalized) is 0.579. (2) The peptide sequence is GLGSLTTLLRALGAQ. The MHC is DRB1_1501 with pseudo-sequence DRB1_1501. The binding affinity (normalized) is 0.467. (3) The peptide sequence is AQGKAFYEAVAKAHQ. The MHC is DRB1_0401 with pseudo-sequence DRB1_0401. The binding affinity (normalized) is 0.622. (4) The peptide sequence is PDKFLANVSTVLTGK. The MHC is DRB1_0404 with pseudo-sequence DRB1_0404. The binding affinity (normalized) is 0.374. (5) The binding affinity (normalized) is 0.197. The peptide sequence is YFKGNFERLAITKGK. The MHC is DRB1_1501 with pseudo-sequence DRB1_1501. (6) The peptide sequence is QKLIEDINASFRAAM. The MHC is DRB1_1602 with pseudo-sequence DRB1_1602. The binding affinity (normalized) is 0.445. (7) The peptide sequence is IAKVPPGPNITATYG. The MHC is HLA-DQA10501-DQB10201 with pseudo-sequence HLA-DQA10501-DQB10201. The binding affinity (normalized) is 0.172.